From a dataset of Catalyst prediction with 721,799 reactions and 888 catalyst types from USPTO. Predict which catalyst facilitates the given reaction. Reactant: Cl[C:2]1[N:7]=[C:6]([C:8]([F:11])([F:10])[F:9])[CH:5]=[CH:4][N:3]=1.[C-:12]#[N:13].[Na+].C([O-])(O)=O.[Na+]. Product: [F:9][C:8]([F:11])([F:10])[C:6]1[CH:5]=[CH:4][N:3]=[C:2]([C:12]#[N:13])[N:7]=1. The catalyst class is: 16.